This data is from Reaction yield outcomes from USPTO patents with 853,638 reactions. The task is: Predict the reaction yield, written as a fraction of the theoretical maximum amount of product (1.0 means a 100% yield; for example, 0.34 means a 34% yield). (1) The reactants are [CH3:1][CH:2]([CH2:4][CH:5]([NH:31][C:32]([CH2:34][NH:35][C:36]([CH:38]([NH:47][C:48]([CH:50]([NH:53][C:54]([CH:56]([NH:67][C:68]([CH:70]([NH:77][C:78]([CH:80]1[NH:85][C:83](=[O:84])[CH2:82][CH2:81]1)=[O:79])[CH2:71][C:72]1[NH:76][CH:75]=[N:74][CH:73]=1)=[O:69])[CH2:57][C:58]1[C:66]2[C:61](=[CH:62][CH:63]=[CH:64][CH:65]=2)[NH:60][CH:59]=1)=[O:55])[CH2:51][OH:52])=[O:49])[CH2:39][C:40]1[CH:45]=[CH:44][C:43]([OH:46])=[CH:42][CH:41]=1)=[O:37])=[O:33])[C:6]([NH:8][CH:9]([C:17]([N:19]1[CH:23]([C:24]([NH:26][CH2:27][C:28]([NH2:30])=[O:29])=[O:25])[CH2:22][CH2:21][CH2:20]1)=[O:18])[CH2:10][CH2:11][CH2:12][N:13]=[C:14]([NH2:16])[NH2:15])=[O:7])[CH3:3].[CH2:86]([OH:119])[CH2:87][O:88][CH2:89][CH2:90][O:91][CH2:92][CH2:93][O:94][CH2:95][CH2:96][O:97][CH2:98][CH2:99][O:100][CH2:101][CH2:102][O:103][CH2:104][CH2:105][O:106][CH2:107][CH2:108][O:109][CH2:110][CH2:111][O:112][CH2:113][CH2:114][O:115][CH2:116][CH2:117][OH:118]. The catalyst is C(#N)C.O. The product is [CH3:3][CH:2]([CH2:4][CH:5]([NH:31][C:32]([CH2:34][NH:35][C:36]([CH:38]([NH:47][C:48]([CH:50]([NH:53][C:54]([CH:56]([NH:67][C:68]([CH:70]([NH:77][C:78]([CH:80]1[NH:85][C:83](=[O:84])[CH2:82][CH2:81]1)=[O:79])[CH2:71][C:72]1[NH:76][CH:75]=[N:74][CH:73]=1)=[O:69])[CH2:57][C:58]1[C:66]2[C:61](=[CH:62][CH:63]=[CH:64][CH:65]=2)[NH:60][CH:59]=1)=[O:55])[CH2:51][OH:52])=[O:49])[CH2:39][C:40]1[CH:41]=[CH:42][C:43]([OH:46])=[CH:44][CH:45]=1)=[O:37])=[O:33])[C:6]([NH:8][CH:9]([C:17]([N:19]1[CH:23]([C:24]([NH:26][CH2:27][C:28]([NH2:30])=[O:29])=[O:25])[CH2:22][CH2:21][CH2:20]1)=[O:18])[CH2:10][CH2:11][CH2:12][N:13]=[C:14]([NH2:16])[NH2:15])=[O:7])[CH3:1].[CH2:117]([OH:118])[CH2:116][O:115][CH2:114][CH2:113][O:112][CH2:111][CH2:110][O:109][CH2:108][CH2:107][O:106][CH2:105][CH2:104][O:103][CH2:102][CH2:101][O:100][CH2:99][CH2:98][O:97][CH2:96][CH2:95][O:94][CH2:93][CH2:92][O:91][CH2:90][CH2:89][O:88][CH2:87][CH2:86][OH:119]. The yield is 0.600. (2) The reactants are [N+:1]([O-:4])(O)=[O:2].[CH3:5][C:6]1[CH:12]=[C:11]([CH3:13])[CH:10]=[CH:9][C:7]=1[NH2:8].[OH-].[Na+]. The catalyst is S(=O)(=O)(O)O. The product is [CH3:5][C:6]1[CH:12]=[C:11]([CH3:13])[CH:10]=[CH:9][C:7]=1[NH:8][N+:1]([O-:4])=[O:2]. The yield is 0.950. (3) The reactants are [NH2:1][C:2]1[C:7](Br)=[CH:6][CH:5]=[CH:4][N:3]=1.[CH2:9]([O:16][C:17]1[CH:41]=[CH:40][C:20]([CH2:21][N:22]2[CH:26]=[C:25]([Sn](CCCC)(CCCC)CCCC)[CH:24]=[N:23]2)=[CH:19][CH:18]=1)[C:10]1[CH:15]=[CH:14][CH:13]=[CH:12][CH:11]=1.O.C(OCC)(=O)C. The catalyst is O1CCCC1.[Cu]I.C1(C=CC=CC=1)[P](C1C=CC=CC=1)(C1C=CC=CC=1)[Pd][P](C1C=CC=CC=1)(C1C=CC=CC=1)C1C=CC=CC=1. The product is [CH2:9]([O:16][C:17]1[CH:41]=[CH:40][C:20]([CH2:21][N:22]2[CH:26]=[C:25]([C:7]3[C:2]([NH2:1])=[N:3][CH:4]=[CH:5][CH:6]=3)[CH:24]=[N:23]2)=[CH:19][CH:18]=1)[C:10]1[CH:11]=[CH:12][CH:13]=[CH:14][CH:15]=1. The yield is 0.0200. (4) The reactants are [Cl:1][C:2]1[C:3](F)=[CH:4][C:5]([F:15])=[C:6]([CH:14]=1)[C:7]([O:9][C:10]([CH3:13])([CH3:12])[CH3:11])=[O:8].[Cl:17][C:18]1[CH:19]=[C:20]([OH:27])[CH:21]=[N:22][C:23]=1[CH:24]1[CH2:26][CH2:25]1.C(=O)([O-])[O-].[K+].[K+].O. The catalyst is CS(C)=O. The product is [Cl:1][C:2]1[C:3]([O:27][C:20]2[CH:21]=[N:22][C:23]([CH:24]3[CH2:26][CH2:25]3)=[C:18]([Cl:17])[CH:19]=2)=[CH:4][C:5]([F:15])=[C:6]([CH:14]=1)[C:7]([O:9][C:10]([CH3:13])([CH3:12])[CH3:11])=[O:8]. The yield is 0.940. (5) The reactants are C1(C[O:5][C:6](=[O:34])[CH:7]([C:12]2[CH:17]=[C:16]([O:18][CH2:19][CH:20]3[CH2:22][CH2:21]3)[C:15]([C:23]3[CH:28]=[CH:27][C:26]([C:29]([F:32])([F:31])[F:30])=[CH:25][CH:24]=3)=[C:14]([Cl:33])[CH:13]=2)[CH2:8][CH:9]([CH3:11])[CH3:10])CC1.[OH-].[K+]. The catalyst is CCO.O. The product is [Cl:33][C:14]1[CH:13]=[C:12]([CH:7]([CH2:8][CH:9]([CH3:11])[CH3:10])[C:6]([OH:34])=[O:5])[CH:17]=[C:16]([O:18][CH2:19][CH:20]2[CH2:22][CH2:21]2)[C:15]=1[C:23]1[CH:28]=[CH:27][C:26]([C:29]([F:30])([F:31])[F:32])=[CH:25][CH:24]=1. The yield is 0.850.